Predict the reactants needed to synthesize the given product. From a dataset of Full USPTO retrosynthesis dataset with 1.9M reactions from patents (1976-2016). (1) Given the product [I-:8].[CH2:1]([N+:3]1[CH:7]=[CH:6][N:5]([CH2:9][CH3:10])[CH:4]=1)[CH3:2], predict the reactants needed to synthesize it. The reactants are: [CH2:1]([N:3]1[CH:7]=[CH:6][N:5]=[CH:4]1)[CH3:2].[I:8][CH2:9][CH3:10]. (2) Given the product [Br:54][C:55]1[CH:60]=[CH:59][C:58]2[NH:61][C:12]([C@H:11]([NH:10][C:8](=[O:9])[O:7][C:3]([CH3:6])([CH3:5])[CH3:4])[CH2:15][C:16]3[CH:21]=[CH:20][C:19]([O:22][CH3:23])=[CH:18][CH:17]=3)=[N:62][C:57]=2[CH:56]=1, predict the reactants needed to synthesize it. The reactants are: N#N.[C:3]([O:7][C:8]([NH:10][C@H:11]([CH2:15][C:16]1[CH:21]=[CH:20][C:19]([O:22][CH3:23])=[CH:18][CH:17]=1)[C:12](O)=O)=[O:9])([CH3:6])([CH3:5])[CH3:4].C(N1CCOCC1)C.CN(C(ON1N=NC2C=CC=CC1=2)=[N+](C)C)C.[B-](F)(F)(F)F.[Br:54][C:55]1[CH:56]=[C:57]([NH2:62])[C:58]([NH2:61])=[CH:59][CH:60]=1. (3) Given the product [Br:11][C:9]1[CH:8]=[CH:7][C:6]([O:12][CH2:13][C:14]2[CH:19]=[CH:18][C:17]([Cl:20])=[CH:16][CH:15]=2)=[C:5]([C:3](=[O:4])[CH2:2][N:21]([CH3:23])[CH3:22])[CH:10]=1, predict the reactants needed to synthesize it. The reactants are: Br[CH2:2][C:3]([C:5]1[CH:10]=[C:9]([Br:11])[CH:8]=[CH:7][C:6]=1[O:12][CH2:13][C:14]1[CH:19]=[CH:18][C:17]([Cl:20])=[CH:16][CH:15]=1)=[O:4].[NH:21]([CH3:23])[CH3:22].Cl.C([O-])([O-])=O.[K+].[K+]. (4) Given the product [CH3:1][C:2]1[C:7](=[O:13])[CH2:6][CH:5]([C:8]([CH3:10])=[CH2:9])[CH2:4][CH:3]=1, predict the reactants needed to synthesize it. The reactants are: [CH3:1][C:2]1[CH2:7][CH2:6][C@@H:5]([C:8]([CH3:10])=[CH2:9])[CH2:4][CH:3]=1.C1N(CCCS(O)(=O)=O)CC[O:13]C1. (5) Given the product [ClH:35].[NH2:7][CH2:8][C@@H:9]1[CH2:11][C@H:10]1[C:12]1[CH:17]=[CH:16][CH:15]=[CH:14][C:13]=1[NH:18][C:19](=[O:26])[C:20]1[CH:21]=[CH:22][CH:23]=[CH:24][CH:25]=1, predict the reactants needed to synthesize it. The reactants are: C(OC(=O)[NH:7][CH2:8][C@@H:9]1[CH2:11][C@H:10]1[C:12]1[CH:17]=[CH:16][CH:15]=[CH:14][C:13]=1[NH:18][C:19](=[O:26])[C:20]1[CH:25]=[CH:24][CH:23]=[CH:22][CH:21]=1)(C)(C)C.C(O)(C(F)(F)F)=O.[ClH:35].CCOCC. (6) Given the product [Cl:51][C:50]1[C:49]2[CH:48]=[CH:47][CH:46]=[CH:45][C:44]=2[N:43]2[CH2:52][O:53][C:40]3[CH:39]=[CH:38][C:37]([C:18]4[C:19]([N:21]([CH3:26])[S:22]([CH3:25])(=[O:24])=[O:23])=[CH:20][C:10]5[O:9][C:8]([C:5]6[CH:6]=[CH:7][C:2]([F:1])=[CH:3][CH:4]=6)=[C:12]([C:13]([NH:15][CH3:16])=[O:14])[C:11]=5[CH:17]=4)=[N:54][C:41]=3[C:42]=12, predict the reactants needed to synthesize it. The reactants are: [F:1][C:2]1[CH:7]=[CH:6][C:5]([C:8]2[O:9][C:10]3[CH:20]=[C:19]([N:21]([CH3:26])[S:22]([CH3:25])(=[O:24])=[O:23])[C:18](B4OC(C)(C)C(C)(C)O4)=[CH:17][C:11]=3[C:12]=2[C:13]([NH:15][CH3:16])=[O:14])=[CH:4][CH:3]=1.Cl[C:37]1[CH:38]=[CH:39][C:40]2[O:53][CH2:52][N:43]3[C:44]4[CH:45]=[CH:46][CH:47]=[CH:48][C:49]=4[C:50]([Cl:51])=[C:42]3[C:41]=2[N:54]=1.[O-]P([O-])([O-])=O.[K+].[K+].[K+].CC(C1C=C(C(C)C)C(C2C=CC=CC=2P(C2CCCCC2)C2CCCCC2)=C(C(C)C)C=1)C.